This data is from Catalyst prediction with 721,799 reactions and 888 catalyst types from USPTO. The task is: Predict which catalyst facilitates the given reaction. (1) Reactant: [CH3:1][O:2][C:3]1[CH:4]=[C:5]([C:13]2[C:21]3[C:16](=[CH:17][CH:18]=[C:19]([CH:22]=O)[CH:20]=3)[NH:15][N:14]=2)[CH:6]=[C:7]([O:11][CH3:12])[C:8]=1[O:9][CH3:10].[C:24]([CH2:26][C:27]([NH:29][CH3:30])=[O:28])#[N:25].C1CCN2C(=NCCC2)CC1. Product: [C:24]([C:26](=[CH:22][C:19]1[CH:20]=[C:21]2[C:16](=[CH:17][CH:18]=1)[NH:15][N:14]=[C:13]2[C:5]1[CH:4]=[C:3]([O:2][CH3:1])[C:8]([O:9][CH3:10])=[C:7]([O:11][CH3:12])[CH:6]=1)[C:27]([NH:29][CH3:30])=[O:28])#[N:25]. The catalyst class is: 49. (2) Reactant: [CH3:1][S:2]([O:5][C:6]1[CH:11]=[CH:10][C:9]([C:12]2([C:20]3[CH:21]=[N:22][CH:23]=[C:24]([Br:26])[CH:25]=3)[C:16](=[O:17])[N:15]([CH3:18])[C:14](=S)[NH:13]2)=[CH:8][CH:7]=1)(=[O:4])=[O:3].C(OO)(C)(C)C.[OH-].[NH4+:34]. Product: [CH3:1][S:2]([O:5][C:6]1[CH:11]=[CH:10][C:9]([C:12]2([C:20]3[CH:21]=[N:22][CH:23]=[C:24]([Br:26])[CH:25]=3)[C:16](=[O:17])[N:15]([CH3:18])[C:14]([NH2:34])=[N:13]2)=[CH:8][CH:7]=1)(=[O:4])=[O:3]. The catalyst class is: 5.